Dataset: Catalyst prediction with 721,799 reactions and 888 catalyst types from USPTO. Task: Predict which catalyst facilitates the given reaction. (1) Reactant: [NH:1]1[CH2:5][CH2:4][CH2:3][CH2:2]1.C(=O)([O-])[O-].[K+].[K+].[Br:12][C:13]1[CH:14]=[CH:15][C:16](F)=[C:17]([C:19](=[O:21])[CH3:20])[CH:18]=1.O. Product: [Br:12][C:13]1[CH:14]=[CH:15][C:16]([N:1]2[CH2:5][CH2:4][CH2:3][CH2:2]2)=[C:17]([C:19](=[O:21])[CH3:20])[CH:18]=1. The catalyst class is: 3. (2) Reactant: [CH2:1]([N:8]([CH:18]1[CH2:22][CH2:21][CH2:20][CH2:19]1)[C:9]1[CH:10]=[CH:11][C:12]2[N:13](N=C[N:17]=2)[N:14]=1)[C:2]1[CH:7]=[CH:6][CH:5]=[CH:4][CH:3]=1.C(P(CCCC)CCCC)CCC. Product: [CH2:1]([N:8]([CH:18]1[CH2:19][CH2:20][CH2:21][CH2:22]1)[C:9]1[N:14]=[N:13][C:12]([NH2:17])=[CH:11][CH:10]=1)[C:2]1[CH:3]=[CH:4][CH:5]=[CH:6][CH:7]=1. The catalyst class is: 10.